Dataset: Peptide-MHC class II binding affinity with 134,281 pairs from IEDB. Task: Regression. Given a peptide amino acid sequence and an MHC pseudo amino acid sequence, predict their binding affinity value. This is MHC class II binding data. (1) The peptide sequence is QKWDATATELNNALQ. The MHC is DRB1_1501 with pseudo-sequence DRB1_1501. The binding affinity (normalized) is 0. (2) The peptide sequence is SKEEKDTNGTDRAEI. The MHC is DRB1_0301 with pseudo-sequence DRB1_0301. The binding affinity (normalized) is 0.0313. (3) The peptide sequence is GRYKDEKDVTDITVK. The MHC is HLA-DQA10201-DQB10202 with pseudo-sequence HLA-DQA10201-DQB10202. The binding affinity (normalized) is 0.131. (4) The peptide sequence is VTVDAAVLAAIDADA. The MHC is DRB1_0404 with pseudo-sequence DRB1_0404. The binding affinity (normalized) is 0.462. (5) The peptide sequence is EKLKKVLEVYEARLS. The MHC is HLA-DPA10301-DPB10402 with pseudo-sequence HLA-DPA10301-DPB10402. The binding affinity (normalized) is 0.810.